Dataset: Catalyst prediction with 721,799 reactions and 888 catalyst types from USPTO. Task: Predict which catalyst facilitates the given reaction. (1) Reactant: [Br:1][C:2]1[CH:20]=[CH:19][C:18]([F:21])=[CH:17][C:3]=1[O:4][CH:5]1[CH2:8][N:7]([C:9]2[N:10]=[CH:11][C:12]([C:15]#[N:16])=[N:13][CH:14]=2)[CH2:6]1.[N-:22]=[N+:23]=[N-:24].[Na+].[Cl-].[NH4+]. Product: [Br:1][C:2]1[CH:20]=[CH:19][C:18]([F:21])=[CH:17][C:3]=1[O:4][CH:5]1[CH2:8][N:7]([C:9]2[CH:14]=[N:13][C:12]([C:15]3[NH:24][N:23]=[N:22][N:16]=3)=[CH:11][N:10]=2)[CH2:6]1. The catalyst class is: 3. (2) Reactant: N#N.[NH:3]1[C:7]2[CH:8]=[CH:9][CH:10]=[CH:11][C:6]=2[N:5]=[C:4]1[CH:12]([NH:24]C(=O)OC(C)(C)C)[CH2:13][C:14]1[CH:19]=[C:18]([F:20])[C:17]([O:21][CH3:22])=[CH:16][C:15]=1[F:23].Cl. Product: [NH:3]1[C:7]2[CH:8]=[CH:9][CH:10]=[CH:11][C:6]=2[N:5]=[C:4]1[CH:12]([NH2:24])[CH2:13][C:14]1[CH:19]=[C:18]([F:20])[C:17]([O:21][CH3:22])=[CH:16][C:15]=1[F:23]. The catalyst class is: 135. (3) Reactant: [ClH:1].C(OC([N:9]1[CH2:13][C@H:12]([O:14][CH2:15][CH:16]([OH:21])[C:17]([OH:20])([CH3:19])[CH3:18])[CH2:11][C@@H:10]1[C@H:22]1[O:26]C(C)(C)[N:24]([C:29](=[O:31])[CH3:30])[C@H:23]1[CH2:32][C:33]1[CH:38]=[C:37]([F:39])[CH:36]=[C:35]([F:40])[CH:34]=1)=O)(C)(C)C. Product: [ClH:1].[F:39][C:37]1[CH:38]=[C:33]([CH:34]=[C:35]([F:40])[CH:36]=1)[CH2:32][C@H:23]([NH:24][C:29](=[O:31])[CH3:30])[C@@H:22]([C@H:10]1[CH2:11][C@@H:12]([O:14][CH2:15][CH:16]([OH:21])[C:17]([OH:20])([CH3:19])[CH3:18])[CH2:13][NH:9]1)[OH:26]. The catalyst class is: 12. (4) Reactant: [CH:1]12[O:7][CH:6]1[CH2:5][CH2:4][CH:3]([C:8]([O:10][CH2:11][CH3:12])=[O:9])[CH2:2]2.[Cl-].[NH4+].[N-:15]=[N+:16]=[N-:17].[Na+]. Product: [N:15]([CH:1]1[CH:6]([OH:7])[CH2:5][CH2:4][CH:3]([C:8]([O:10][CH2:11][CH3:12])=[O:9])[CH2:2]1)=[N+:16]=[N-:17]. The catalyst class is: 9. (5) Reactant: [CH3:1][C:2]1[C:6]2[CH:7]=[C:8]([CH3:18])[C:9]([C:11]3[N:12]=[CH:13][C:14]([NH2:17])=[N:15][CH:16]=3)=[CH:10][C:5]=2[O:4][N:3]=1.[F:19][C:20]1[CH:28]=[CH:27][CH:26]=[C:25]([F:29])[C:21]=1[C:22](Cl)=[O:23].CCN(C(C)C)C(C)C.C([O-])(O)=O.[Na+].C(Cl)Cl. Product: [F:19][C:20]1[CH:28]=[CH:27][CH:26]=[C:25]([F:29])[C:21]=1[C:22]([NH:17][C:14]1[CH:13]=[N:12][C:11]([C:9]2[C:8]([CH3:18])=[CH:7][C:6]3[C:2]([CH3:1])=[N:3][O:4][C:5]=3[CH:10]=2)=[CH:16][N:15]=1)=[O:23]. The catalyst class is: 2.